This data is from NCI-60 drug combinations with 297,098 pairs across 59 cell lines. The task is: Regression. Given two drug SMILES strings and cell line genomic features, predict the synergy score measuring deviation from expected non-interaction effect. (1) Drug 1: C1CCC(CC1)NC(=O)N(CCCl)N=O. Drug 2: C(CN)CNCCSP(=O)(O)O. Cell line: COLO 205. Synergy scores: CSS=13.8, Synergy_ZIP=-9.40, Synergy_Bliss=-11.2, Synergy_Loewe=-25.8, Synergy_HSA=-11.4. (2) Drug 1: COC1=C(C=C2C(=C1)N=CN=C2NC3=CC(=C(C=C3)F)Cl)OCCCN4CCOCC4. Drug 2: CC1=C(C=C(C=C1)C(=O)NC2=CC(=CC(=C2)C(F)(F)F)N3C=C(N=C3)C)NC4=NC=CC(=N4)C5=CN=CC=C5. Cell line: BT-549. Synergy scores: CSS=13.4, Synergy_ZIP=0.598, Synergy_Bliss=0.822, Synergy_Loewe=-5.13, Synergy_HSA=-4.82. (3) Drug 1: C(CC(=O)O)C(=O)CN.Cl. Drug 2: CC(C)CN1C=NC2=C1C3=CC=CC=C3N=C2N. Cell line: DU-145. Synergy scores: CSS=-3.31, Synergy_ZIP=1.39, Synergy_Bliss=-0.777, Synergy_Loewe=-6.89, Synergy_HSA=-4.80. (4) Drug 1: C1CC(=O)NC(=O)C1N2C(=O)C3=CC=CC=C3C2=O. Drug 2: C1CNP(=O)(OC1)N(CCCl)CCCl. Cell line: HT29. Synergy scores: CSS=0.133, Synergy_ZIP=0.106, Synergy_Bliss=2.55, Synergy_Loewe=-5.10, Synergy_HSA=-0.589. (5) Drug 1: CC1=C(C=C(C=C1)NC2=NC=CC(=N2)N(C)C3=CC4=NN(C(=C4C=C3)C)C)S(=O)(=O)N.Cl. Drug 2: C1=NC2=C(N1)C(=S)N=CN2. Cell line: COLO 205. Synergy scores: CSS=1.07, Synergy_ZIP=-2.60, Synergy_Bliss=-8.75, Synergy_Loewe=-34.6, Synergy_HSA=-15.4. (6) Drug 1: C1=CC=C(C(=C1)C(C2=CC=C(C=C2)Cl)C(Cl)Cl)Cl. Drug 2: CN(CCCl)CCCl.Cl. Cell line: HOP-62. Synergy scores: CSS=-5.72, Synergy_ZIP=8.00, Synergy_Bliss=13.6, Synergy_Loewe=-8.07, Synergy_HSA=2.30. (7) Drug 1: CNC(=O)C1=NC=CC(=C1)OC2=CC=C(C=C2)NC(=O)NC3=CC(=C(C=C3)Cl)C(F)(F)F. Drug 2: C(CC(=O)O)C(=O)CN.Cl. Cell line: HCT-15. Synergy scores: CSS=-4.34, Synergy_ZIP=3.87, Synergy_Bliss=2.11, Synergy_Loewe=-2.90, Synergy_HSA=-3.59. (8) Drug 1: CC1=C(C(CCC1)(C)C)C=CC(=CC=CC(=CC(=O)O)C)C. Drug 2: COCCOC1=C(C=C2C(=C1)C(=NC=N2)NC3=CC=CC(=C3)C#C)OCCOC.Cl. Cell line: TK-10. Synergy scores: CSS=45.8, Synergy_ZIP=5.34, Synergy_Bliss=7.90, Synergy_Loewe=11.2, Synergy_HSA=14.5.